From a dataset of Retrosynthesis with 50K atom-mapped reactions and 10 reaction types from USPTO. Predict the reactants needed to synthesize the given product. Given the product O=S(=O)(/N=C/c1ccccc1I)c1ccc(C(F)(F)F)cc1, predict the reactants needed to synthesize it. The reactants are: NS(=O)(=O)c1ccc(C(F)(F)F)cc1.O=Cc1ccccc1I.